Dataset: Forward reaction prediction with 1.9M reactions from USPTO patents (1976-2016). Task: Predict the product of the given reaction. (1) Given the reactants [N+:1]([C:4]1[O:8][C:7]([C:9](Cl)=[O:10])=[CH:6][CH:5]=1)([O-:3])=[O:2].Cl.Cl.[N:14]1([C:20]2[N:25]=[CH:24][CH:23]=[CH:22][N:21]=2)[CH2:19][CH2:18][NH:17][CH2:16][CH2:15]1, predict the reaction product. The product is: [N+:1]([C:4]1[O:8][C:7]([C:9]([N:17]2[CH2:18][CH2:19][N:14]([C:20]3[N:21]=[CH:22][CH:23]=[CH:24][N:25]=3)[CH2:15][CH2:16]2)=[O:10])=[CH:6][CH:5]=1)([O-:3])=[O:2]. (2) Given the reactants [CH2:1]([O:3][C:4]([C:6]1[C:10]([C:11]([O:13]CC)=O)=[C:9]([NH2:16])[N:8]([C:17]2[CH:22]=[CH:21][CH:20]=[CH:19][CH:18]=2)[N:7]=1)=[O:5])[CH3:2].[Cl:23][C:24]1[CH:29]=[CH:28][C:27]([N:30]=[C:31](Cl)[C:32]2[CH:37]=[CH:36][C:35]([C:38]3[CH:43]=[CH:42][CH:41]=[CH:40][CH:39]=3)=[CH:34][CH:33]=2)=[CH:26][CH:25]=1, predict the reaction product. The product is: [CH2:1]([O:3][C:4]([C:6]1[C:10]2[C:11](=[O:13])[N:30]([C:27]3[CH:26]=[CH:25][C:24]([Cl:23])=[CH:29][CH:28]=3)[C:31]([C:32]3[CH:37]=[CH:36][C:35]([C:38]4[CH:39]=[CH:40][CH:41]=[CH:42][CH:43]=4)=[CH:34][CH:33]=3)=[N:16][C:9]=2[N:8]([C:17]2[CH:18]=[CH:19][CH:20]=[CH:21][CH:22]=2)[N:7]=1)=[O:5])[CH3:2].